Dataset: Catalyst prediction with 721,799 reactions and 888 catalyst types from USPTO. Task: Predict which catalyst facilitates the given reaction. (1) Product: [NH2:14][C:4]1[CH:5]=[C:6]2[C:11](=[C:2]([F:1])[CH:3]=1)[N:10]([CH3:12])[C:9](=[O:13])[CH2:8][CH2:7]2. The catalyst class is: 186. Reactant: [F:1][C:2]1[CH:3]=[C:4]([N+:14]([O-])=O)[CH:5]=[C:6]2[C:11]=1[N:10]([CH3:12])[C:9](=[O:13])[CH2:8][CH2:7]2.O.[Cl-].[NH4+].ClCCl. (2) Reactant: N1[C:5]2[CH:6]=[CH:7]C=C[C:4]=2[NH:3]C=1.C([N:12]([CH2:15][CH3:16])[CH2:13][CH3:14])C.C(Cl)(=O)[C:18]1[CH:23]=[CH:22][CH:21]=[C:20]([O:24][CH3:25])[CH:19]=1.[OH-:28].[Na+].[OH2:30]. Product: [NH:12]1[C:13]2[CH:14]=[CH:7][CH:6]=[CH:5][C:4]=2[N:3]=[C:15]1[C:16]([O:30][C:18]1[CH:23]=[CH:22][CH:21]=[C:20]([O:24][CH3:25])[CH:19]=1)=[O:28]. The catalyst class is: 17. (3) Reactant: Cl[C:2]1[C:7]([N+:8]([O-:10])=[O:9])=[C:6]([Cl:11])[N:5]=[CH:4][N:3]=1.[CH:12]1([C:15]([N:17]2[CH2:21][CH2:20][C@@H:19]([CH2:22][NH2:23])[CH2:18]2)=[O:16])[CH2:14][CH2:13]1.C(N(CC)CC)C. Product: [Cl:11][C:6]1[N:5]=[CH:4][N:3]=[C:2]([NH:23][CH2:22][C@@H:19]2[CH2:20][CH2:21][N:17]([C:15]([CH:12]3[CH2:13][CH2:14]3)=[O:16])[CH2:18]2)[C:7]=1[N+:8]([O-:10])=[O:9]. The catalyst class is: 8. (4) Reactant: [NH:1]1[C:5]2[CH:6]=[CH:7][CH:8]=[CH:9][C:4]=2[N:3]=[C:2]1[S:10][C:11]1[O:15][C:14]([C:16]([OH:18])=[O:17])=[CH:13][CH:12]=1.[C:19]([O-])([O-])=O.[K+].[K+].CI. Product: [NH:1]1[C:5]2[CH:6]=[CH:7][CH:8]=[CH:9][C:4]=2[N:3]=[C:2]1[S:10][C:11]1[O:15][C:14]([C:16]([O:18][CH3:19])=[O:17])=[CH:13][CH:12]=1. The catalyst class is: 3. (5) Reactant: C(N(CC)CC)C.[CH3:8][C:9]1([CH3:17])[O:14][C:13](=[O:15])[CH2:12][C:11](=[O:16])[CH2:10]1.[N+:18]([C:21]1[CH:22]=[C:23]([N:27]=[C:28]=[O:29])[CH:24]=[CH:25][CH:26]=1)([O-:20])=[O:19]. Product: [N+:18]([C:21]1[CH:22]=[C:23]([NH:27][C:28]([CH:12]2[C:11](=[O:16])[CH2:10][C:9]([CH3:17])([CH3:8])[O:14][C:13]2=[O:15])=[O:29])[CH:24]=[CH:25][CH:26]=1)([O-:20])=[O:19]. The catalyst class is: 3. (6) Reactant: [F:1][CH:2]([F:27])[O:3][C:4]1[CH:5]=[C:6](SCC)[C:7]([C:10]2[N:22]([CH3:23])[C:13]3[CH:14]=[N:15][C:16]([C:18]([F:21])([F:20])[F:19])=[CH:17][C:12]=3[N:11]=2)=[N:8][CH:9]=1.[CH:28]1C=C(Cl)C=C(C(OO)=O)[CH:29]=1.C([O-])([O-])=O.[Na+].[Na+].[O-:45][S:46]([O-:48])=O.[Na+].[Na+]. Product: [F:27][CH:2]([F:1])[O:3][C:4]1[CH:5]=[C:6]([S:46]([CH2:28][CH3:29])(=[O:48])=[O:45])[C:7]([C:10]2[N:22]([CH3:23])[C:13]3[CH:14]=[N:15][C:16]([C:18]([F:21])([F:20])[F:19])=[CH:17][C:12]=3[N:11]=2)=[N:8][CH:9]=1. The catalyst class is: 4. (7) Reactant: [NH2:1][C:2]1[N:7]=[C:6]([N:8]2[CH2:32][CH2:31][C:11]3([CH2:15][N:14](C(OCC4C=CC=CC=4)=O)[C@H:13]([C:26]([O:28][CH2:29][CH3:30])=[O:27])[CH2:12]3)[CH2:10][CH2:9]2)[CH:5]=[C:4]([O:33][C@H:34]([C:39]2[CH:44]=[CH:43][C:42]([C:45]3[CH:50]=[CH:49][C:48]([CH3:51])=[C:47]([CH3:52])[CH:46]=3)=[CH:41][C:40]=2[N:53]2[CH:57]=[CH:56][C:55]([CH3:58])=[N:54]2)[C:35]([F:38])([F:37])[F:36])[N:3]=1. Product: [NH2:1][C:2]1[N:7]=[C:6]([N:8]2[CH2:32][CH2:31][C:11]3([CH2:15][NH:14][C@H:13]([C:26]([O:28][CH2:29][CH3:30])=[O:27])[CH2:12]3)[CH2:10][CH2:9]2)[CH:5]=[C:4]([O:33][C@H:34]([C:39]2[CH:44]=[CH:43][C:42]([C:45]3[CH:50]=[CH:49][C:48]([CH3:51])=[C:47]([CH3:52])[CH:46]=3)=[CH:41][C:40]=2[N:53]2[CH:57]=[CH:56][C:55]([CH3:58])=[N:54]2)[C:35]([F:38])([F:37])[F:36])[N:3]=1. The catalyst class is: 99. (8) Reactant: [F:1][C:2]([F:21])([F:20])[CH2:3][C:4]([N:6]1[CH2:11][CH2:10][CH:9]([NH:12]C(=O)OC(C)(C)C)[CH2:8][CH2:7]1)=[O:5].[ClH:22]. Product: [ClH:22].[NH2:12][CH:9]1[CH2:8][CH2:7][N:6]([C:4](=[O:5])[CH2:3][C:2]([F:1])([F:20])[F:21])[CH2:11][CH2:10]1. The catalyst class is: 12. (9) Reactant: [CH:1]([N:14]1[CH2:17][C:16]([C:19]2[C:23]3[CH:24]=[CH:25][CH:26]=[CH:27][C:22]=3[O:21][CH:20]=2)(O)[CH2:15]1)([C:8]1[CH:13]=[CH:12][CH:11]=[CH:10][CH:9]=1)[C:2]1[CH:7]=[CH:6][CH:5]=[CH:4][CH:3]=1.C(N(CC)CC)C.CS([Cl:39])(=O)=O. Product: [CH:1]([N:14]1[CH2:17][C:16]([C:19]2[C:23]3[CH:24]=[CH:25][CH:26]=[CH:27][C:22]=3[O:21][CH:20]=2)([Cl:39])[CH2:15]1)([C:8]1[CH:13]=[CH:12][CH:11]=[CH:10][CH:9]=1)[C:2]1[CH:7]=[CH:6][CH:5]=[CH:4][CH:3]=1. The catalyst class is: 46.